From a dataset of Full USPTO retrosynthesis dataset with 1.9M reactions from patents (1976-2016). Predict the reactants needed to synthesize the given product. (1) The reactants are: [CH3:1][O:2][C:3]1[CH:4]=[C:5]([CH:7]=[CH:8][CH:9]=1)[NH2:6].[Li]CCCC.[F:15]/C(/OC)=C/C(OC)=O.Cl.S(=O)(=O)(O)O.[CH2:30]1C[O:33][CH2:32][CH2:31]1. Given the product [F:15][C:31]1[C:32](=[O:33])[NH:6][C:5]2[C:7]([CH:30]=1)=[CH:8][CH:9]=[C:3]([O:2][CH3:1])[CH:4]=2, predict the reactants needed to synthesize it. (2) Given the product [CH2:15]([N:22]([C:23]([O:24][C:25]([CH3:28])([CH3:27])[CH3:26])=[O:29])[C:30]1[N:31]=[CH:32][CH:33]=[C:34]2[CH:39]=[C:5]([C:6]([O:8][CH3:9])=[O:7])[NH:36][C:35]=12)[C:16]1[CH:21]=[CH:20][CH:19]=[CH:18][CH:17]=1, predict the reactants needed to synthesize it. The reactants are: [O-]CC.[K+].[C:5]([O:8][CH2:6][CH3:5])(=[O:7])[C:6]([O:8][CH2:9][CH3:9])=[O:7].[CH2:15]([N:22]([C:30]1[C:35]([N+:36]([O-])=O)=[C:34]([CH3:39])[CH:33]=[CH:32][N:31]=1)[C:23](=[O:29])[O:24][C:25]([CH3:28])([CH3:27])[CH3:26])[C:16]1[CH:21]=[CH:20][CH:19]=[CH:18][CH:17]=1. (3) Given the product [Br:1][C:2]1[C:9]([F:10])=[CH:8][CH:7]=[C:6]([O:13][CH3:12])[C:3]=1[CH:4]=[O:5], predict the reactants needed to synthesize it. The reactants are: [Br:1][C:2]1[C:9]([F:10])=[CH:8][CH:7]=[C:6](F)[C:3]=1[CH:4]=[O:5].[CH3:12][O:13][Na]. (4) Given the product [CH2:1]([S:3][C:4]1[CH:9]=[CH:8][C:7]([C:17]2[C:15]([NH2:16])=[CH:14][CH:20]=[C:19]([C:21]([F:24])([F:23])[F:22])[CH:18]=2)=[CH:6][CH:5]=1)[CH3:2], predict the reactants needed to synthesize it. The reactants are: [CH2:1]([S:3][C:4]1[CH:9]=[CH:8][C:7](B(O)O)=[CH:6][CH:5]=1)[CH3:2].I[C:14]1[CH:20]=[C:19]([C:21]([F:24])([F:23])[F:22])[CH:18]=[CH:17][C:15]=1[NH2:16].